Dataset: Peptide-MHC class II binding affinity with 134,281 pairs from IEDB. Task: Regression. Given a peptide amino acid sequence and an MHC pseudo amino acid sequence, predict their binding affinity value. This is MHC class II binding data. (1) The peptide sequence is WNRQLYPEWTTAQRLD. The MHC is DRB1_0401 with pseudo-sequence DRB1_0401. The binding affinity (normalized) is 0.551. (2) The peptide sequence is APGAAAAPLSWSKDI. The binding affinity (normalized) is 0.381. The MHC is HLA-DPA10103-DPB10201 with pseudo-sequence HLA-DPA10103-DPB10201. (3) The binding affinity (normalized) is 0.237. The peptide sequence is RGIVKENIIDLTKIDR. The MHC is DRB3_0101 with pseudo-sequence DRB3_0101. (4) The peptide sequence is LCQVFADATPTGWGL. The MHC is DRB1_0101 with pseudo-sequence DRB1_0101. The binding affinity (normalized) is 0.176. (5) The peptide sequence is LEKGRLYQIKIQYQRENPTE. The MHC is DRB1_0802 with pseudo-sequence DRB1_0802. The binding affinity (normalized) is 0.982. (6) The peptide sequence is AFIVAATAANAAPAN. The MHC is DRB1_0802 with pseudo-sequence DRB1_0802. The binding affinity (normalized) is 0.745. (7) The peptide sequence is AAEQLWVTVYYGVPVWK. The MHC is DRB3_0101 with pseudo-sequence DRB3_0101. The binding affinity (normalized) is 0.388. (8) The peptide sequence is LASFTPVIQDQDLEM. The MHC is DRB1_0901 with pseudo-sequence DRB1_0901. The binding affinity (normalized) is 0.543. (9) The binding affinity (normalized) is 0.0644. The MHC is HLA-DQA10201-DQB10202 with pseudo-sequence HLA-DQA10201-DQB10202. The peptide sequence is IIFSQNMNIKLKMPL.